This data is from Forward reaction prediction with 1.9M reactions from USPTO patents (1976-2016). The task is: Predict the product of the given reaction. Given the reactants C([Li])CCC.CCCCCC.Br[C:13]1[S:17][C:16]([N:18]2[CH2:23][CH2:22][N:21]([CH3:24])[CH2:20][CH2:19]2)=[N:15][CH:14]=1.[N+:25]([C:28]1[CH:33]=[CH:32][CH:31]=[CH:30][C:29]=1[N:34]=[C:35]=[O:36])([O-:27])=[O:26].[Cl-].[NH4+], predict the reaction product. The product is: [N+:25]([C:28]1[CH:33]=[CH:32][CH:31]=[CH:30][C:29]=1[NH:34][C:35]([C:13]1[S:17][C:16]([N:18]2[CH2:23][CH2:22][N:21]([CH3:24])[CH2:20][CH2:19]2)=[N:15][CH:14]=1)=[O:36])([O-:27])=[O:26].